From a dataset of Reaction yield outcomes from USPTO patents with 853,638 reactions. Predict the reaction yield, written as a fraction of the theoretical maximum amount of product (1.0 means a 100% yield; for example, 0.34 means a 34% yield). (1) The reactants are C([O:8][C:9]1[C:10]([C:20]([O:22][CH3:23])=[O:21])=[C:11]([CH3:19])[C:12]([O:15][CH:16]([CH3:18])[CH3:17])=[N:13][CH:14]=1)C1C=CC=CC=1. The catalyst is CO.[Pd]. The product is [OH:8][C:9]1[C:10]([C:20]([O:22][CH3:23])=[O:21])=[C:11]([CH3:19])[C:12]([O:15][CH:16]([CH3:17])[CH3:18])=[N:13][CH:14]=1. The yield is 0.890. (2) The reactants are CO[C:3](=[O:21])[C:4]1[CH:9]=[C:8]([C:10]2[N:11]([CH2:15][CH3:16])[N:12]=[CH:13][CH:14]=2)[C:7]([CH:17]([F:19])[F:18])=[CH:6][C:5]=1[NH2:20].ClC(Cl)(O[C:26](=[O:32])OC(Cl)(Cl)Cl)Cl.C(N(CC)CC)C.[CH3:41][S:42]([NH:45][NH2:46])(=[O:44])=[O:43].[OH-].[Na+]. The catalyst is O1CCCC1. The product is [F:19][CH:17]([F:18])[C:7]1[CH:6]=[C:5]2[C:4]([C:3](=[O:21])[N:46]([NH:45][S:42]([CH3:41])(=[O:44])=[O:43])[C:26](=[O:32])[NH:20]2)=[CH:9][C:8]=1[C:10]1[N:11]([CH2:15][CH3:16])[N:12]=[CH:13][CH:14]=1. The yield is 0.549. (3) The reactants are CCCCC.[CH2:6]([C:8]1([CH2:16][O:17][CH2:18][C:19]2([CH2:27][CH3:28])[CH2:24][O:23][CH:22]([CH:25]=[CH2:26])[O:21][CH2:20]2)[CH2:13][O:12][CH:11]([CH:14]=[CH2:15])[O:10][CH2:9]1)[CH3:7]. The catalyst is [C-]#[O+].[C-]#[O+].[C-]#[O+].[C-]#[O+].[C-]#[O+].[Fe].C(N(CC)CC)C. The product is [CH2:6]([C:8]1([CH2:16][O:17][CH2:18][C:19]2([CH2:27][CH3:28])[CH2:24][O:23][C:22](=[CH:25][CH3:26])[O:21][CH2:20]2)[CH2:13][O:12][C:11](=[CH:14][CH3:15])[O:10][CH2:9]1)[CH3:7]. The yield is 0.630. (4) The reactants are [I:1][C:2]1[CH:8]=[C:7]([CH3:9])[CH:6]=[CH:5][C:3]=1N.N([O-])=O.[Na+].[BrH:14]. The catalyst is O. The product is [Br:14][C:3]1[CH:5]=[CH:6][C:7]([CH3:9])=[CH:8][C:2]=1[I:1]. The yield is 0.818. (5) The catalyst is C(Cl)(Cl)Cl. The yield is 0.533. The product is [Cl:12][C:13]1[N:17]([CH:18]([F:19])[F:20])[N:16]=[C:15]([C:21]([F:24])([F:22])[F:23])[C:14]=1[CH2:25][S:26]([C:27]1[CH2:31][C:30]([CH3:33])([CH3:32])[O:29][N:28]=1)(=[O:9])=[O:34]. The reactants are ClC1C=CC=C(C(OO)=[O:9])C=1.[Cl:12][C:13]1[N:17]([CH:18]([F:20])[F:19])[N:16]=[C:15]([C:21]([F:24])([F:23])[F:22])[C:14]=1[CH2:25][S:26][C:27]1[CH2:31][C:30]([CH3:33])([CH3:32])[O:29][N:28]=1.[OH2:34].